Predict which catalyst facilitates the given reaction. From a dataset of Catalyst prediction with 721,799 reactions and 888 catalyst types from USPTO. (1) Product: [CH2:21]([O:20][C:18](=[O:19])[NH:10][C:7]1[CH:8]=[CH:9][C:4]([N+:1]([O-:3])=[O:2])=[C:5]([NH2:11])[CH:6]=1)[CH3:22]. Reactant: [N+:1]([C:4]1[CH:9]=[CH:8][C:7]([NH2:10])=[CH:6][C:5]=1[NH2:11])([O-:3])=[O:2].C([O-])(O)=O.[Na+].Cl[C:18]([O:20][CH2:21][CH3:22])=[O:19].O. The catalyst class is: 245. (2) Reactant: [Cl-].[OH:2][NH3+:3].[F:4][C:5]([S:8][C:9]1[CH:14]=[CH:13][C:12]([C:15]#[N:16])=[CH:11][CH:10]=1)([F:7])[F:6].C(N(CC)CC)C.O. Product: [OH:2][N:3]=[C:15]([C:12]1[CH:13]=[CH:14][C:9]([S:8][C:5]([F:7])([F:4])[F:6])=[CH:10][CH:11]=1)[NH2:16]. The catalyst class is: 8. (3) Reactant: Br[C:2]1[CH:11]=[C:10]2[C:5]([C:6]([CH3:20])([CH3:19])[CH2:7][C:8](C(=O)C)=[C:9]2[C:12]([CH3:15])([CH3:14])[CH3:13])=[CH:4][C:3]=1[O:21][CH2:22][CH2:23][CH3:24].[CH3:25][CH2:26][O:27][C:28]([CH:30](P(OCC)(OCC)=O)[F:31])=[O:29].[CH:40]([N-]C(C)C)(C)[CH3:41].[Li+]. Product: [F:31]/[C:30](=[C:40](/[C:2]1[CH:11]=[C:10]2[C:5]([C:6]([CH3:19])([CH3:20])[CH2:7][CH:8]=[C:9]2[C:12]([CH3:13])([CH3:14])[CH3:15])=[CH:4][C:3]=1[O:21][CH2:22][CH2:23][CH3:24])\[CH3:41])/[C:28]([O:27][CH2:26][CH3:25])=[O:29]. The catalyst class is: 1. (4) Reactant: [CH2:1]([N:8]1[CH:13]2[CH2:14][CH2:15][CH:9]1[C:10](=O)[NH:11][CH2:12]2)[C:2]1[CH:7]=[CH:6][CH:5]=[CH:4][CH:3]=1.[H-].[Al+3].[Li+].[H-].[H-].[H-].O.[OH-].[Na+]. Product: [CH2:1]([N:8]1[CH:13]2[CH2:14][CH2:15][CH:9]1[CH2:10][NH:11][CH2:12]2)[C:2]1[CH:3]=[CH:4][CH:5]=[CH:6][CH:7]=1. The catalyst class is: 1. (5) Reactant: C([Li])CCC.Br[C:7]1[CH:12]=[CH:11][CH:10]=[CH:9][N:8]=1.[CH3:13][Sn:14](Cl)([CH3:16])[CH3:15].C1COCC1. Product: [CH3:13][Sn:14]([CH3:16])([CH3:15])[C:7]1[CH:12]=[CH:11][CH:10]=[CH:9][N:8]=1. The catalyst class is: 28. (6) Reactant: [NH2:1][C:2]1[CH:7]=[C:6]([Cl:8])[CH:5]=[CH:4][C:3]=1[SH:9].Br[CH2:11][C:12]1[CH:21]=[CH:20][CH:19]=[CH:18][C:13]=1[C:14]([O:16][CH3:17])=[O:15].C([O-])([O-])=O.[K+].[K+].O. Product: [NH2:1][C:2]1[CH:7]=[C:6]([Cl:8])[CH:5]=[CH:4][C:3]=1[S:9][CH2:11][C:12]1[CH:21]=[CH:20][CH:19]=[CH:18][C:13]=1[C:14]([O:16][CH3:17])=[O:15]. The catalyst class is: 3.